Dataset: Full USPTO retrosynthesis dataset with 1.9M reactions from patents (1976-2016). Task: Predict the reactants needed to synthesize the given product. Given the product [CH:1]1([N:6]2[CH2:12][C:11]([F:14])([F:13])[C:10](=[O:15])[N:9]([CH3:16])[C:8]3[CH:17]=[N:18][C:19]([NH:21][C:22]4[CH:30]=[CH:29][C:25]([C:26]([NH:66][CH2:67][CH2:68][CH2:69][N:70]5[CH2:71][CH2:72][CH:73]([OH:76])[CH2:74][CH2:75]5)=[O:28])=[CH:24][C:23]=4[O:31][CH3:32])=[N:20][C:7]2=3)[CH2:5][CH2:4][CH2:3][CH2:2]1, predict the reactants needed to synthesize it. The reactants are: [CH:1]1([N:6]2[CH2:12][C:11]([F:14])([F:13])[C:10](=[O:15])[N:9]([CH3:16])[C:8]3[CH:17]=[N:18][C:19]([NH:21][C:22]4[CH:30]=[CH:29][C:25]([C:26]([OH:28])=O)=[CH:24][C:23]=4[O:31][CH3:32])=[N:20][C:7]2=3)[CH2:5][CH2:4][CH2:3][CH2:2]1.F[P-](F)(F)(F)(F)F.CN(C(N(C)C)=[N+]1C2C(=NC=CC=2)[N+]([O-])=N1)C.C(N(C(C)C)C(C)C)C.[NH2:66][CH2:67][CH2:68][CH2:69][N:70]1[CH2:75][CH2:74][CH:73]([OH:76])[CH2:72][CH2:71]1.